From a dataset of NCI-60 drug combinations with 297,098 pairs across 59 cell lines. Regression. Given two drug SMILES strings and cell line genomic features, predict the synergy score measuring deviation from expected non-interaction effect. (1) Drug 1: C1=C(C(=O)NC(=O)N1)F. Drug 2: CC1=C(C=C(C=C1)NC(=O)C2=CC=C(C=C2)CN3CCN(CC3)C)NC4=NC=CC(=N4)C5=CN=CC=C5. Cell line: SW-620. Synergy scores: CSS=36.8, Synergy_ZIP=5.10, Synergy_Bliss=5.19, Synergy_Loewe=-2.34, Synergy_HSA=0.454. (2) Drug 1: C1CNP(=O)(OC1)N(CCCl)CCCl. Drug 2: C1C(C(OC1N2C=NC3=C2NC=NCC3O)CO)O. Cell line: OVCAR-4. Synergy scores: CSS=2.89, Synergy_ZIP=-0.353, Synergy_Bliss=-0.573, Synergy_Loewe=1.45, Synergy_HSA=-0.152. (3) Cell line: EKVX. Drug 1: CC1=C(C=C(C=C1)C(=O)NC2=CC(=CC(=C2)C(F)(F)F)N3C=C(N=C3)C)NC4=NC=CC(=N4)C5=CN=CC=C5. Drug 2: CS(=O)(=O)CCNCC1=CC=C(O1)C2=CC3=C(C=C2)N=CN=C3NC4=CC(=C(C=C4)OCC5=CC(=CC=C5)F)Cl. Synergy scores: CSS=-0.397, Synergy_ZIP=-3.92, Synergy_Bliss=-3.36, Synergy_Loewe=-8.78, Synergy_HSA=-3.61. (4) Drug 1: CC1=C(C=C(C=C1)NC(=O)C2=CC=C(C=C2)CN3CCN(CC3)C)NC4=NC=CC(=N4)C5=CN=CC=C5. Drug 2: C1CNP(=O)(OC1)N(CCCl)CCCl. Cell line: COLO 205. Synergy scores: CSS=3.03, Synergy_ZIP=2.67, Synergy_Bliss=2.41, Synergy_Loewe=0.495, Synergy_HSA=-1.64. (5) Drug 1: CC1=C2C(C(=O)C3(C(CC4C(C3C(C(C2(C)C)(CC1OC(=O)C(C(C5=CC=CC=C5)NC(=O)OC(C)(C)C)O)O)OC(=O)C6=CC=CC=C6)(CO4)OC(=O)C)OC)C)OC. Drug 2: CCN(CC)CCNC(=O)C1=C(NC(=C1C)C=C2C3=C(C=CC(=C3)F)NC2=O)C. Cell line: A498. Synergy scores: CSS=18.6, Synergy_ZIP=-1.88, Synergy_Bliss=-5.23, Synergy_Loewe=-23.2, Synergy_HSA=-5.72. (6) Drug 1: CC1=C(C=C(C=C1)NC2=NC=CC(=N2)N(C)C3=CC4=NN(C(=C4C=C3)C)C)S(=O)(=O)N.Cl. Drug 2: CC1=C(C=C(C=C1)C(=O)NC2=CC(=CC(=C2)C(F)(F)F)N3C=C(N=C3)C)NC4=NC=CC(=N4)C5=CN=CC=C5. Cell line: NCI/ADR-RES. Synergy scores: CSS=-2.64, Synergy_ZIP=1.45, Synergy_Bliss=-0.420, Synergy_Loewe=-1.43, Synergy_HSA=-2.60. (7) Drug 1: C1=NC(=NC(=O)N1C2C(C(C(O2)CO)O)O)N. Drug 2: CN1C2=C(C=C(C=C2)N(CCCl)CCCl)N=C1CCCC(=O)O.Cl. Cell line: SF-268. Synergy scores: CSS=-0.0855, Synergy_ZIP=-2.72, Synergy_Bliss=-2.28, Synergy_Loewe=-13.6, Synergy_HSA=-4.02.